Dataset: Peptide-MHC class II binding affinity with 134,281 pairs from IEDB. Task: Regression. Given a peptide amino acid sequence and an MHC pseudo amino acid sequence, predict their binding affinity value. This is MHC class II binding data. (1) The peptide sequence is NDKFTVFEGAFNKAI. The MHC is DRB1_0802 with pseudo-sequence DRB1_0802. The binding affinity (normalized) is 0.528. (2) The peptide sequence is VGKMYFNLIDTKC. The MHC is DRB1_0701 with pseudo-sequence DRB1_0701. The binding affinity (normalized) is 0.223. (3) The peptide sequence is IIEECEHLEDGIYGI. The MHC is HLA-DQA10102-DQB10501 with pseudo-sequence HLA-DQA10102-DQB10501. The binding affinity (normalized) is 0. (4) The peptide sequence is TLWQRPLVTIKIGGQLIEAL. The MHC is DRB1_1201 with pseudo-sequence DRB1_1201. The binding affinity (normalized) is 0.255. (5) The peptide sequence is VQLIAAVPGKNVVNV. The MHC is DRB3_0101 with pseudo-sequence DRB3_0101. The binding affinity (normalized) is 0.386.